Dataset: Reaction yield outcomes from USPTO patents with 853,638 reactions. Task: Predict the reaction yield, written as a fraction of the theoretical maximum amount of product (1.0 means a 100% yield; for example, 0.34 means a 34% yield). (1) The reactants are [NH2:1][CH:2]([CH2:6][CH3:7])[C:3]([OH:5])=[O:4].Cl[Si](C)(C)C.C(N(C(C)C)CC)(C)C.[Cl:22][C:23]1[CH:31]=[CH:30][CH:29]=[CH:28][C:24]=1[C:25](Cl)=[O:26]. The catalyst is ClCCl. The product is [Cl:22][C:23]1[CH:31]=[CH:30][CH:29]=[CH:28][C:24]=1[C:25]([NH:1][CH:2]([CH2:6][CH3:7])[C:3]([OH:5])=[O:4])=[O:26]. The yield is 0.770. (2) The reactants are [F:1][C:2]1[CH:7]=[CH:6][CH:5]=[C:4]([NH2:8])[C:3]=1[NH2:9].[C:10](N1C=CN=C1)(N1C=CN=C1)=[O:11].N. The catalyst is C1COCC1.CO.O. The product is [F:1][C:2]1[C:3]2[NH:9][C:10](=[O:11])[NH:8][C:4]=2[CH:5]=[CH:6][CH:7]=1. The yield is 0.970. (3) The reactants are [F:1][C:2]([F:12])([F:11])[C:3](=O)[CH2:4][C:5](OCC)=[O:6].C(O)(=O)C.[CH3:17][NH:18][NH2:19].[OH-].[Na+].Cl. The catalyst is O.C1(C)C=CC=CC=1. The product is [OH:6][C:5]1[N:18]([CH3:17])[N:19]=[C:3]([C:2]([F:12])([F:11])[F:1])[CH:4]=1. The yield is 0.865. (4) The reactants are [CH:1]([CH:3]=O)=O.[NH2:5][CH2:6][CH2:7][NH:8][CH2:9][CH2:10][NH:11][CH2:12][CH2:13][NH2:14].N1[C:19]2C=CC=C[C:18]=2N=N1.[BH4-].[Na+]. The catalyst is CO.O. The product is [CH2:10]1[N:11]2[CH:19]3[CH:18]4[N:14]([CH2:1][CH2:3][N:5]4[CH2:6][CH2:7][N:8]3[CH2:9]1)[CH2:13][CH2:12]2. The yield is 0.680.